This data is from Peptide-MHC class II binding affinity with 134,281 pairs from IEDB. The task is: Regression. Given a peptide amino acid sequence and an MHC pseudo amino acid sequence, predict their binding affinity value. This is MHC class II binding data. (1) The peptide sequence is EFSNFKVAFSRSLND. The MHC is DRB1_1302 with pseudo-sequence DRB1_1302. The binding affinity (normalized) is 0.350. (2) The peptide sequence is AFMLAWNYGVPRVMS. The MHC is HLA-DPA10103-DPB10401 with pseudo-sequence HLA-DPA10103-DPB10401. The binding affinity (normalized) is 0.210. (3) The peptide sequence is RAYRNALSMMPEAMT. The MHC is HLA-DQA10501-DQB10302 with pseudo-sequence HLA-DQA10501-DQB10302. The binding affinity (normalized) is 0.596. (4) The peptide sequence is TDALRTLGSTSADEV. The MHC is HLA-DQA10301-DQB10302 with pseudo-sequence HLA-DQA10301-DQB10302. The binding affinity (normalized) is 0.499.